Dataset: NCI-60 drug combinations with 297,098 pairs across 59 cell lines. Task: Regression. Given two drug SMILES strings and cell line genomic features, predict the synergy score measuring deviation from expected non-interaction effect. (1) Drug 1: C1CC(=O)NC(=O)C1N2CC3=C(C2=O)C=CC=C3N. Drug 2: C1C(C(OC1N2C=NC3=C(N=C(N=C32)Cl)N)CO)O. Cell line: COLO 205. Synergy scores: CSS=16.8, Synergy_ZIP=-3.32, Synergy_Bliss=1.13, Synergy_Loewe=-13.2, Synergy_HSA=1.12. (2) Drug 1: CC12CCC3C(C1CCC2=O)CC(=C)C4=CC(=O)C=CC34C. Drug 2: CC(C)NC(=O)C1=CC=C(C=C1)CNNC.Cl. Cell line: NCI/ADR-RES. Synergy scores: CSS=57.0, Synergy_ZIP=1.40, Synergy_Bliss=0.287, Synergy_Loewe=-7.80, Synergy_HSA=-2.34.